This data is from Forward reaction prediction with 1.9M reactions from USPTO patents (1976-2016). The task is: Predict the product of the given reaction. (1) Given the reactants [CH3:1][N:2]1[C:6]([CH:7]=[O:8])=[CH:5][N:4]=[C:3]1[C:9]1[N:10]=[CH:11][N:12]([CH3:14])[CH:13]=1.[Mg+2].[Br-].[Br-].[N+:18]([C:21]1[CH:39]=[CH:38][C:24]([CH2:25][O:26][C:27]([C:29]2[N:30]3[C@H:33]([S:34][CH:35]=2)[C@@H:32]([Br:36])[C:31]3=[O:37])=[O:28])=[CH:23][CH:22]=1)([O-:20])=[O:19].[C:40](OC(=O)C)(=[O:42])[CH3:41], predict the reaction product. The product is: [N+:18]([C:21]1[CH:39]=[CH:38][C:24]([CH2:25][O:26][C:27]([C:29]2[N:30]3[C@H:33]([S:34][CH:35]=2)[C:32]([CH:7]([O:8][C:40](=[O:42])[CH3:41])[C:6]2[N:2]([CH3:1])[C:3]([C:9]4[N:10]=[CH:11][N:12]([CH3:14])[CH:13]=4)=[N:4][CH:5]=2)([Br:36])[C:31]3=[O:37])=[O:28])=[CH:23][CH:22]=1)([O-:20])=[O:19]. (2) Given the reactants [C:1]1([CH2:11][C:12]([OH:14])=O)[C:10]2[C:5](=[CH:6][CH:7]=[CH:8][CH:9]=2)[CH:4]=[CH:3][CH:2]=1.[CH3:15][NH:16][C@H:17]1[CH2:36][N:21]2[C:22]3[C:27]([C:28]([CH2:29][C:30]([O:32]CCC)=[O:31])=[C:20]2[CH2:19][CH2:18]1)=[CH:26][CH:25]=[CH:24][CH:23]=3, predict the reaction product. The product is: [CH3:15][N:16]([C:12](=[O:14])[CH2:11][C:1]1[C:10]2[C:5](=[CH:6][CH:7]=[CH:8][CH:9]=2)[CH:4]=[CH:3][CH:2]=1)[C@H:17]1[CH2:36][N:21]2[C:22]3[C:27]([C:28]([CH2:29][C:30]([OH:32])=[O:31])=[C:20]2[CH2:19][CH2:18]1)=[CH:26][CH:25]=[CH:24][CH:23]=3. (3) The product is: [CH3:2][N:3]1[CH:4]=[C:5]2[CH2:10][N:9]([CH2:11][CH2:12][CH2:13][CH2:14][O:15][C:16]3[CH:25]=[C:24]4[C:19]([CH2:20][CH2:21][C:22](=[O:26])[NH:23]4)=[CH:18][CH:17]=3)[CH2:8][CH2:7][C:6]2=[N:1]1. Given the reactants [N:1]1[C:6]2[CH2:7][CH2:8][N:9]([CH2:11][CH2:12][CH2:13][CH2:14][O:15][C:16]3[CH:25]=[C:24]4[C:19]([CH2:20][CH2:21][C:22](=[O:26])[NH:23]4)=[CH:18][CH:17]=3)[CH2:10][C:5]=2[CH:4]=[N:3][CH:2]=1.CN1C=C2CNCCC2=N1, predict the reaction product. (4) Given the reactants Br[C:2]1[N:3]=[CH:4][C:5]2[N:10]=[C:9]([NH:11][C:12](=[O:14])[CH3:13])[S:8][C:6]=2[N:7]=1.[Cl:15][C:16]1[C:21]([NH2:22])=[CH:20][C:19](B2OC(C)(C)C(C)(C)O2)=[CH:18][N:17]=1.C(=O)([O-])[O-].[Cs+].[Cs+].COCCOC, predict the reaction product. The product is: [NH2:22][C:21]1[CH:20]=[C:19]([C:2]2[N:3]=[CH:4][C:5]3[N:10]=[C:9]([NH:11][C:12](=[O:14])[CH3:13])[S:8][C:6]=3[N:7]=2)[CH:18]=[N:17][C:16]=1[Cl:15]. (5) Given the reactants [C:1]([C:5]1[CH:10]=[CH:9][C:8]([CH:11]2[NH:17][CH2:16][CH2:15][CH2:14][N:13]3[CH:18]=[N:19][CH:20]=[C:12]23)=[CH:7][CH:6]=1)([CH3:4])([CH3:3])[CH3:2].[Cl:21][C:22]1[CH:27]=[C:26]([Cl:28])[CH:25]=[CH:24][C:23]=1[N:29]=[C:30]=[O:31], predict the reaction product. The product is: [C:1]([C:5]1[CH:6]=[CH:7][C:8]([CH:11]2[N:17]([C:30]([NH:29][C:23]3[CH:24]=[CH:25][C:26]([Cl:28])=[CH:27][C:22]=3[Cl:21])=[O:31])[CH2:16][CH2:15][CH2:14][N:13]3[CH:18]=[N:19][CH:20]=[C:12]23)=[CH:9][CH:10]=1)([CH3:4])([CH3:2])[CH3:3]. (6) Given the reactants [CH3:1][O:2][C:3]([C:5]1[C:9](Br)=[CH:8][S:7][CH:6]=1)=[O:4].[C:11]([O:15][C:16]([N:18]1[CH2:23][CH:22]=[C:21](B2OC(C)(C)C(C)(C)O2)[CH2:20][CH2:19]1)=[O:17])([CH3:14])([CH3:13])[CH3:12].C([O-])([O-])=O.[Na+].[Na+], predict the reaction product. The product is: [C:11]([O:15][C:16]([N:18]1[CH2:19][CH:20]=[C:21]([C:9]2[C:5]([C:3]([O:2][CH3:1])=[O:4])=[CH:6][S:7][CH:8]=2)[CH2:22][CH2:23]1)=[O:17])([CH3:14])([CH3:12])[CH3:13].